Dataset: Reaction yield outcomes from USPTO patents with 853,638 reactions. Task: Predict the reaction yield, written as a fraction of the theoretical maximum amount of product (1.0 means a 100% yield; for example, 0.34 means a 34% yield). The reactants are [CH2:1]([NH:8][C:9]([CH3:13])([CH3:12])[CH2:10][OH:11])[C:2]1[CH:7]=[CH:6][CH:5]=[CH:4][CH:3]=1.[O:14]1[C:16]2([CH2:21][CH2:20][N:19]([C:22]([O:24][C:25]([CH3:28])([CH3:27])[CH3:26])=[O:23])[CH2:18][CH2:17]2)[CH2:15]1. The product is [CH2:1]([N:8]([CH2:15][C:16]1([OH:14])[CH2:17][CH2:18][N:19]([C:22]([O:24][C:25]([CH3:28])([CH3:27])[CH3:26])=[O:23])[CH2:20][CH2:21]1)[C:9]([CH3:13])([CH3:12])[CH2:10][OH:11])[C:2]1[CH:7]=[CH:6][CH:5]=[CH:4][CH:3]=1. The catalyst is C(O)C. The yield is 0.600.